The task is: Predict the reaction yield, written as a fraction of the theoretical maximum amount of product (1.0 means a 100% yield; for example, 0.34 means a 34% yield).. This data is from Reaction yield outcomes from USPTO patents with 853,638 reactions. (1) The reactants are [N:1]12[CH2:8][CH2:7][C:4]([C:9]([C:18]3[CH:23]=[CH:22][C:21]([CH3:24])=[CH:20][CH:19]=3)([C:11]3[CH:16]=[CH:15][C:14]([CH3:17])=[CH:13][CH:12]=3)[OH:10])([CH2:5][CH2:6]1)[CH2:3][CH2:2]2.[C:25]1([CH2:31][O:32][CH2:33][CH2:34][Br:35])[CH:30]=[CH:29][CH:28]=[CH:27][CH:26]=1. The catalyst is CC#N. The product is [Br-:35].[OH:10][C:9]([C:11]1[CH:16]=[CH:15][C:14]([CH3:17])=[CH:13][CH:12]=1)([C:18]1[CH:23]=[CH:22][C:21]([CH3:24])=[CH:20][CH:19]=1)[C:4]12[CH2:5][CH2:6][N+:1]([CH2:34][CH2:33][O:32][CH2:31][C:25]3[CH:30]=[CH:29][CH:28]=[CH:27][CH:26]=3)([CH2:8][CH2:7]1)[CH2:2][CH2:3]2. The yield is 0.531. (2) The catalyst is C1(C)C=CC=CC=1. The product is [CH2:18]1[C:26]2[C:21](=[CH:22][CH:23]=[CH:24][CH:25]=2)[CH2:20][CH:19]1[NH:27][C:28]1[N:29]=[CH:30][C:31]2[CH2:37][N:36]([C:38]([C:40]3[N:45]=[N:44][C:43]([CH2:46][C:47]4[NH:48][N:3]=[N:2][N:1]=4)=[CH:42][CH:41]=3)=[O:39])[CH2:35][CH2:34][C:32]=2[N:33]=1. The reactants are [N:1]([Si](C)(C)C)=[N+:2]=[N-:3].C([Sn](CCCC)=O)CCC.[CH2:18]1[C:26]2[C:21](=[CH:22][CH:23]=[CH:24][CH:25]=2)[CH2:20][CH:19]1[NH:27][C:28]1[N:29]=[CH:30][C:31]2[CH2:37][N:36]([C:38]([C:40]3[N:45]=[N:44][C:43]([CH2:46][C:47]#[N:48])=[CH:42][CH:41]=3)=[O:39])[CH2:35][CH2:34][C:32]=2[N:33]=1. The yield is 0.270. (3) The reactants are [N+:1]([C:4]1[CH:5]=[N:6][CH:7]=[CH:8][C:9]=1[C:10]1[CH2:11][CH2:12][CH:13]2[O:17][C:16](=[O:18])[NH:15][CH:14]2[CH:19]=1)([O-:3])=[O:2].[C:20](O[C:20]([O:22][C:23]([CH3:26])([CH3:25])[CH3:24])=[O:21])([O:22][C:23]([CH3:26])([CH3:25])[CH3:24])=[O:21]. The catalyst is CN(C1C=CN=CC=1)C.C(Cl)Cl.C(OCC)(=O)C. The product is [N+:1]([C:4]1[CH:5]=[N:6][CH:7]=[CH:8][C:9]=1[C:10]1[CH2:11][CH2:12][CH:13]2[O:17][C:16](=[O:18])[N:15]([C:20]([O:22][C:23]([CH3:26])([CH3:25])[CH3:24])=[O:21])[CH:14]2[CH:19]=1)([O-:3])=[O:2]. The yield is 0.980. (4) The reactants are [N:1]1[C:10]2[C:5](=[N:6][CH:7]=[CH:8][CH:9]=2)[CH:4]=[CH:3][CH:2]=1.C([O-])(=O)C.[Na+].[Br:16]Br. The catalyst is C(O)(=O)C. The product is [Br:16][C:3]1[CH:2]=[N:1][C:10]2[C:5]([CH:4]=1)=[N:6][CH:7]=[CH:8][CH:9]=2. The yield is 0.450. (5) The reactants are [NH2:1][C:2]1[CH:3]=[CH:4][C:5]([CH3:34])=[C:6]([NH:8][C:9](=[O:33])[C:10]2[CH:15]=[CH:14][C:13]([NH:16][C:17]3[N:26]=[C:25]([C:27]4[CH:32]=[CH:31][CH:30]=[CH:29][CH:28]=4)[C:24]4[C:19](=[CH:20][CH:21]=[CH:22][CH:23]=4)[N:18]=3)=[CH:12][CH:11]=2)[CH:7]=1.[CH3:35][N:36]([CH3:41])[CH2:37][C:38](O)=[O:39].CCN(C(C)C)C(C)C.CN(C(ON1N=NC2C=CC=NC1=2)=[N+](C)C)C.F[P-](F)(F)(F)(F)F. The catalyst is CN(C)C=O. The product is [CH3:35][N:36]([CH3:41])[CH2:37][C:38]([NH:1][C:2]1[CH:3]=[CH:4][C:5]([CH3:34])=[C:6]([NH:8][C:9](=[O:33])[C:10]2[CH:15]=[CH:14][C:13]([NH:16][C:17]3[N:26]=[C:25]([C:27]4[CH:28]=[CH:29][CH:30]=[CH:31][CH:32]=4)[C:24]4[C:19](=[CH:20][CH:21]=[CH:22][CH:23]=4)[N:18]=3)=[CH:12][CH:11]=2)[CH:7]=1)=[O:39]. The yield is 0.350. (6) The reactants are [CH2:1]([NH:3][C:4]1[CH:9]=[C:8](F)[CH:7]=[CH:6][C:5]=1[N+:11]([O-:13])=[O:12])[CH3:2].[NH:14]1[CH2:19][CH2:18][NH:17][CH2:16][CH2:15]1.C([O-])([O-])=O.[K+].[K+]. The catalyst is CN(C=O)C. The product is [CH2:1]([NH:3][C:4]1[CH:9]=[C:8]([N:14]2[CH2:19][CH2:18][NH:17][CH2:16][CH2:15]2)[CH:7]=[CH:6][C:5]=1[N+:11]([O-:13])=[O:12])[CH3:2]. The yield is 0.750. (7) The reactants are [Br:1][C:2]1[C:3](O)=[C:4]([CH:8]=[C:9]([I:11])[CH:10]=1)[C:5]([OH:7])=[O:6].[C:13](=O)([O-])[O-].[K+].[K+].CI.CN(C)[CH:23]=[O:24]. The catalyst is CCCCCCC.C(OCC)(=O)C. The product is [Br:1][C:2]1[C:3]([O:24][CH3:23])=[C:4]([CH:8]=[C:9]([I:11])[CH:10]=1)[C:5]([O:7][CH3:13])=[O:6]. The yield is 0.730.